From a dataset of Reaction yield outcomes from USPTO patents with 853,638 reactions. Predict the reaction yield, written as a fraction of the theoretical maximum amount of product (1.0 means a 100% yield; for example, 0.34 means a 34% yield). (1) The reactants are [Na].[N:2]1[CH:7]=[CH:6][CH:5]=[C:4]([CH2:8][CH2:9][C:10]([O:12][CH3:13])=[O:11])[CH:3]=1.[CH:14](OCC)=[O:15]. The catalyst is CCOCC.O. The product is [CH:14]([CH:9]([CH2:8][C:4]1[CH:3]=[N:2][CH:7]=[CH:6][CH:5]=1)[C:10]([O:12][CH3:13])=[O:11])=[O:15]. The yield is 0.280. (2) The reactants are [CH:1]([C:3]1[CH:18]=[CH:17][C:6]([O:7][C:8]2[CH:16]=[CH:15][C:11]([C:12]([NH2:14])=[O:13])=[CH:10][N:9]=2)=[C:5]([O:19][CH3:20])[CH:4]=1)=O.[CH2:21]([NH2:25])[CH2:22][CH2:23][CH3:24]. No catalyst specified. The product is [CH2:21]([NH:25][CH2:1][C:3]1[CH:18]=[CH:17][C:6]([O:7][C:8]2[CH:16]=[CH:15][C:11]([C:12]([NH2:14])=[O:13])=[CH:10][N:9]=2)=[C:5]([O:19][CH3:20])[CH:4]=1)[CH2:22][CH2:23][CH3:24]. The yield is 0.757. (3) The reactants are [OH:1][C:2]1[CH:3]=[C:4]([NH:8][C:9]2[N:14]=[C:13]([NH:15][C:16]3[CH:21]=[CH:20][CH:19]=[C:18]([OH:22])[CH:17]=3)[C:12]([F:23])=[CH:11][N:10]=2)[CH:5]=[CH:6][CH:7]=1.OC1C=C(C=CC=1[C:32]([O:34][CH3:35])=[O:33])N.ClC1N=C(Cl)C(F)=CN=1. No catalyst specified. The product is [OH:1][C:2]1[CH:3]=[C:4]([NH:8][C:9]2[N:14]=[C:13]([NH:15][C:16]3[CH:21]=[CH:20][C:19]([C:32]([O:34][CH3:35])=[O:33])=[C:18]([OH:22])[CH:17]=3)[C:12]([F:23])=[CH:11][N:10]=2)[CH:5]=[CH:6][C:7]=1[C:32]([O:34][CH3:35])=[O:33]. The yield is 0.410. (4) The reactants are [F:1][C:2]1[CH:7]=[C:6]([CH3:8])[CH:5]=[C:4]([N+:9]([O-])=O)[C:3]=1[OH:12].[H][H]. The catalyst is C(O)C.[Pd]. The product is [F:1][C:2]1[CH:7]=[C:6]([CH3:8])[CH:5]=[C:4]([NH2:9])[C:3]=1[OH:12]. The yield is 0.760. (5) The reactants are [CH3:1][O:2][CH2:3][CH2:4][N:5]1[CH:14]([C:15]2[S:16][CH:17]=[CH:18][CH:19]=2)[CH:13]([C:20]([NH:22][C:23]2[CH:32]=[CH:31][C:26]([C:27]([O:29]C)=[O:28])=[CH:25][CH:24]=2)=[O:21])[C:12]2[C:7](=[CH:8][CH:9]=[CH:10][CH:11]=2)[C:6]1=[O:33].[OH-].[Na+]. The catalyst is CO. The product is [CH3:1][O:2][CH2:3][CH2:4][N:5]1[CH:14]([C:15]2[S:16][CH:17]=[CH:18][CH:19]=2)[CH:13]([C:20]([NH:22][C:23]2[CH:24]=[CH:25][C:26]([C:27]([OH:29])=[O:28])=[CH:31][CH:32]=2)=[O:21])[C:12]2[C:7](=[CH:8][CH:9]=[CH:10][CH:11]=2)[C:6]1=[O:33]. The yield is 0.530. (6) The reactants are [O:1]([C:3]1[CH:4]=[C:5]([C:13]([OH:15])=[O:14])[C:6](=[CH:11][CH:12]=1)[CH2:7][C:8]([OH:10])=O)[CH3:2].C(OC(=O)C)(=O)C. The catalyst is C1(C)C=CC=CC=1. The product is [O:1]([C:3]1[CH:4]=[C:5]2[C:13](=[O:14])[O:15][C:8](=[O:10])[CH2:7][C:6]2=[CH:11][CH:12]=1)[CH3:2]. The yield is 1.00. (7) The reactants are C1COC2C=CC(NC3C(F)=CN=C(NC4C=CC=C(O)C=4)N=3)=CC=2O1.[NH2:27][C:28]1[CH:29]=[C:30]([CH:33]=[CH:34][CH:35]=1)[C:31]#[N:32].[Cl:36][C:37]1[N:42]=[C:41](Cl)[C:40]([F:44])=[CH:39][N:38]=1. No catalyst specified. The product is [Cl:36][C:37]1[N:42]=[C:41]([NH:27][C:28]2[CH:35]=[CH:34][CH:33]=[C:30]([C:31]#[N:32])[CH:29]=2)[C:40]([F:44])=[CH:39][N:38]=1. The yield is 0.860.